Dataset: Catalyst prediction with 721,799 reactions and 888 catalyst types from USPTO. Task: Predict which catalyst facilitates the given reaction. (1) Reactant: Br[C:2]1[CH:7]=[CH:6][CH:5]=[C:4]([Br:8])[CH:3]=1.[Li]CCCC.[CH3:14][O:15][C:16]1[CH:23]=[CH:22][C:19]([CH:20]=[O:21])=[CH:18][CH:17]=1. Product: [Br:8][C:4]1[CH:3]=[C:2]([CH:7]=[CH:6][CH:5]=1)[CH:20]([OH:21])[C:19]1[CH:22]=[CH:23][C:16]([O:15][CH3:14])=[CH:17][CH:18]=1. The catalyst class is: 134. (2) Reactant: [CH2:1]([O:3][C:4]1[CH:13]=[C:12]2[C:7]([C:8]([CH3:16])=[CH:9][C:10]([CH3:15])([CH3:14])[O:11]2)=[CH:6][C:5]=1/[C:17](/[CH2:30][CH3:31])=[C:18](/[F:29])\[CH:19]=[CH:20]\[C:21](\[CH3:28])=[CH:22]\[C:23]([O:25]CC)=[O:24])[CH3:2].[OH-].[Na+]. The catalyst class is: 353. Product: [CH2:1]([O:3][C:4]1[CH:13]=[C:12]2[C:7]([C:8]([CH3:16])=[CH:9][C:10]([CH3:15])([CH3:14])[O:11]2)=[CH:6][C:5]=1/[C:17](/[CH2:30][CH3:31])=[C:18](/[F:29])\[CH:19]=[CH:20]\[C:21](\[CH3:28])=[CH:22]\[C:23]([OH:25])=[O:24])[CH3:2]. (3) Reactant: [CH3:1][C:2]([O:5][C:6]([N:8]1[CH2:13][CH2:12][CH:11]([OH:14])[CH:10]([N:15]=[N+]=[N-])[CH2:9]1)=[O:7])([CH3:4])[CH3:3]. Product: [CH3:4][C:2]([O:5][C:6]([N:8]1[CH2:13][CH2:12][CH:11]([OH:14])[CH:10]([NH2:15])[CH2:9]1)=[O:7])([CH3:1])[CH3:3]. The catalyst class is: 50. (4) Reactant: [CH3:1][CH:2]1[N:7]([C:8](=[O:20])[C:9]2[CH:14]=[CH:13][CH:12]=[CH:11][C:10]=2[N:15]2[N:19]=[CH:18][CH:17]=[N:16]2)[CH2:6][CH:5]([O:21][C:22]2[CH:23]=[C:24]([CH:28]=[CH:29][CH:30]=2)[C:25]([OH:27])=O)[CH2:4][CH2:3]1.Cl.[CH3:32][O:33][NH:34][CH3:35].CN(C(ON1N=NC2C=CC=NC1=2)=[N+](C)C)C.F[P-](F)(F)(F)(F)F.CCN(C(C)C)C(C)C. Product: [CH3:32][O:33][N:34]([CH3:35])[C:25](=[O:27])[C:24]1[CH:28]=[CH:29][CH:30]=[C:22]([O:21][CH:5]2[CH2:4][CH2:3][CH:2]([CH3:1])[N:7]([C:8](=[O:20])[C:9]3[CH:14]=[CH:13][CH:12]=[CH:11][C:10]=3[N:15]3[N:19]=[CH:18][CH:17]=[N:16]3)[CH2:6]2)[CH:23]=1. The catalyst class is: 46. (5) Reactant: C([O:3][C@H:4]1[C@@H:8]([C@:9]([NH2:18])([C:11]2[CH:16]=[CH:15][CH:14]=[CH:13][C:12]=2[F:17])[CH3:10])[CH2:7][O:6][CH2:5]1)=O.C(=O)([O-])O.[Na+]. Product: [NH2:18][C@@:9]([C@H:8]1[CH2:7][O:6][CH2:5][C@H:4]1[OH:3])([C:11]1[CH:16]=[CH:15][CH:14]=[CH:13][C:12]=1[F:17])[CH3:10]. The catalyst class is: 4. (6) Reactant: Br[C:2]1[S:3][CH:4]=[C:5]([C:7]2[CH:12]=[CH:11][C:10]([NH:13][S:14]([C:17]([F:20])([F:19])[F:18])(=[O:16])=[O:15])=[CH:9][C:8]=2[Cl:21])[N:6]=1.[S:22]1[C:26]2[CH:27]=[CH:28][CH:29]=[CH:30][C:25]=2[C:24](B(O)O)=[CH:23]1.C(=O)([O-])[O-].[Na+].[Na+].CN(C)C=O. Product: [S:22]1[C:26]2[CH:27]=[CH:28][CH:29]=[CH:30][C:25]=2[C:24]([C:2]2[S:3][CH:4]=[C:5]([C:7]3[CH:12]=[CH:11][C:10]([NH:13][S:14]([C:17]([F:20])([F:19])[F:18])(=[O:16])=[O:15])=[CH:9][C:8]=3[Cl:21])[N:6]=2)=[CH:23]1. The catalyst class is: 103. (7) Reactant: Br[C:2]1[N:7]=[CH:6][C:5]([C:8]([N:10]([CH3:32])[C:11]2[CH:16]=[CH:15][C:14]([CH2:17][N:18]3[CH2:23][CH2:22][N:21]([C:24]([O:26][C:27]([CH3:30])([CH3:29])[CH3:28])=[O:25])[C@@H:20]([CH3:31])[CH2:19]3)=[CH:13][CH:12]=2)=[O:9])=[CH:4][CH:3]=1.[F:33][CH:34]1[CH2:39][CH2:38][NH:37][CH2:36][CH2:35]1.C(N(CC)CC)C. Product: [F:33][CH:34]1[CH2:39][CH2:38][N:37]([C:2]2[N:7]=[CH:6][C:5]([C:8]([N:10]([CH3:32])[C:11]3[CH:16]=[CH:15][C:14]([CH2:17][N:18]4[CH2:23][CH2:22][N:21]([C:24]([O:26][C:27]([CH3:30])([CH3:29])[CH3:28])=[O:25])[C@@H:20]([CH3:31])[CH2:19]4)=[CH:13][CH:12]=3)=[O:9])=[CH:4][CH:3]=2)[CH2:36][CH2:35]1. The catalyst class is: 10.